This data is from Retrosynthesis with 50K atom-mapped reactions and 10 reaction types from USPTO. The task is: Predict the reactants needed to synthesize the given product. (1) Given the product CCOC(=O)C(C#N)=C(c1ccc(F)cc1)c1ccc(F)cc1, predict the reactants needed to synthesize it. The reactants are: CCOC(=O)CC#N.O=C(c1ccc(F)cc1)c1ccc(F)cc1. (2) Given the product CCOCc1nc2c(N)nc3ccccc3c2n1CC1(O)CCNCC1, predict the reactants needed to synthesize it. The reactants are: CCOCc1nc2c(N)nc3ccccc3c2n1CC1(O)CCN(C(=O)OC(C)(C)C)CC1.